This data is from NCI-60 drug combinations with 297,098 pairs across 59 cell lines. The task is: Regression. Given two drug SMILES strings and cell line genomic features, predict the synergy score measuring deviation from expected non-interaction effect. (1) Drug 1: C1=CN(C=N1)CC(O)(P(=O)(O)O)P(=O)(O)O. Drug 2: CC(C)CN1C=NC2=C1C3=CC=CC=C3N=C2N. Cell line: IGROV1. Synergy scores: CSS=-2.35, Synergy_ZIP=0.102, Synergy_Bliss=-0.971, Synergy_Loewe=-0.858, Synergy_HSA=-1.21. (2) Drug 1: C1CCN(CC1)CCOC2=CC=C(C=C2)C(=O)C3=C(SC4=C3C=CC(=C4)O)C5=CC=C(C=C5)O. Drug 2: CCC1(CC2CC(C3=C(CCN(C2)C1)C4=CC=CC=C4N3)(C5=C(C=C6C(=C5)C78CCN9C7C(C=CC9)(C(C(C8N6C=O)(C(=O)OC)O)OC(=O)C)CC)OC)C(=O)OC)O.OS(=O)(=O)O. Cell line: HS 578T. Synergy scores: CSS=39.9, Synergy_ZIP=8.44, Synergy_Bliss=8.64, Synergy_Loewe=-40.0, Synergy_HSA=4.65. (3) Drug 1: C1CCC(C1)C(CC#N)N2C=C(C=N2)C3=C4C=CNC4=NC=N3. Drug 2: CC1=CC2C(CCC3(C2CCC3(C(=O)C)OC(=O)C)C)C4(C1=CC(=O)CC4)C. Cell line: OVCAR-5. Synergy scores: CSS=-9.90, Synergy_ZIP=3.52, Synergy_Bliss=-1.57, Synergy_Loewe=-7.02, Synergy_HSA=-7.20. (4) Cell line: OVCAR-4. Drug 2: CC1CCC2CC(C(=CC=CC=CC(CC(C(=O)C(C(C(=CC(C(=O)CC(OC(=O)C3CCCCN3C(=O)C(=O)C1(O2)O)C(C)CC4CCC(C(C4)OC)OCCO)C)C)O)OC)C)C)C)OC. Drug 1: COC1=CC(=CC(=C1O)OC)C2C3C(COC3=O)C(C4=CC5=C(C=C24)OCO5)OC6C(C(C7C(O6)COC(O7)C8=CC=CS8)O)O. Synergy scores: CSS=15.9, Synergy_ZIP=-2.38, Synergy_Bliss=-1.14, Synergy_Loewe=-3.11, Synergy_HSA=2.02. (5) Drug 1: CC1=CC2C(CCC3(C2CCC3(C(=O)C)OC(=O)C)C)C4(C1=CC(=O)CC4)C. Drug 2: CC=C1C(=O)NC(C(=O)OC2CC(=O)NC(C(=O)NC(CSSCCC=C2)C(=O)N1)C(C)C)C(C)C. Cell line: SR. Synergy scores: CSS=66.6, Synergy_ZIP=-1.76, Synergy_Bliss=-4.88, Synergy_Loewe=-63.7, Synergy_HSA=-4.98. (6) Drug 1: CC1C(C(CC(O1)OC2CC(CC3=C2C(=C4C(=C3O)C(=O)C5=C(C4=O)C(=CC=C5)OC)O)(C(=O)C)O)N)O.Cl. Drug 2: CCC(=C(C1=CC=CC=C1)C2=CC=C(C=C2)OCCN(C)C)C3=CC=CC=C3.C(C(=O)O)C(CC(=O)O)(C(=O)O)O. Cell line: UO-31. Synergy scores: CSS=14.2, Synergy_ZIP=-5.13, Synergy_Bliss=-2.13, Synergy_Loewe=-2.48, Synergy_HSA=1.24. (7) Drug 1: CN(C)C1=NC(=NC(=N1)N(C)C)N(C)C. Drug 2: CCC1(C2=C(COC1=O)C(=O)N3CC4=CC5=C(C=CC(=C5CN(C)C)O)N=C4C3=C2)O.Cl. Cell line: SF-539. Synergy scores: CSS=26.2, Synergy_ZIP=1.02, Synergy_Bliss=0.172, Synergy_Loewe=-38.8, Synergy_HSA=-1.96.